From a dataset of Full USPTO retrosynthesis dataset with 1.9M reactions from patents (1976-2016). Predict the reactants needed to synthesize the given product. (1) Given the product [Cl:24][C:5]1[C:6]([NH:8][C:9]2[CH:17]=[CH:16][C:15]([N:18]3[CH2:23][CH2:22][O:21][CH2:20][CH2:19]3)=[CH:14][C:10]=2[C:11]([NH2:13])=[O:12])=[N:7][C:2]([NH:25][C:26]2[CH:27]=[CH:28][C:29]3[N:35]([CH3:36])[C:34](=[O:37])[CH2:33][CH2:32][CH2:31][C:30]=3[CH:38]=2)=[N:3][CH:4]=1, predict the reactants needed to synthesize it. The reactants are: Cl[C:2]1[N:7]=[C:6]([NH:8][C:9]2[CH:17]=[CH:16][C:15]([N:18]3[CH2:23][CH2:22][O:21][CH2:20][CH2:19]3)=[CH:14][C:10]=2[C:11]([NH2:13])=[O:12])[C:5]([Cl:24])=[CH:4][N:3]=1.[NH2:25][C:26]1[CH:27]=[CH:28][C:29]2[N:35]([CH3:36])[C:34](=[O:37])[CH2:33][CH2:32][CH2:31][C:30]=2[CH:38]=1.C12(CS(O)(=O)=O)C(C)(C)C(CC1)CC2=O. (2) Given the product [F:11][C:8]1[CH:7]=[C:6]2[C:5](=[CH:10][CH:9]=1)[C:4](=[O:14])[NH:3][N:18]=[CH:12]2, predict the reactants needed to synthesize it. The reactants are: C([N:3](CC)[C:4](=[O:14])[C:5]1[CH:10]=[CH:9][C:8]([F:11])=[CH:7][C:6]=1[CH:12]=O)C.O.[NH2:18]N.CCO.C([O-])(O)=O.[Na+].